From a dataset of Full USPTO retrosynthesis dataset with 1.9M reactions from patents (1976-2016). Predict the reactants needed to synthesize the given product. (1) Given the product [NH3:3].[CH3:38][OH:40].[CH3:1][C:2]1([CH3:20])[CH2:7][CH:6]([NH:8][C:9]2[C:14]([C:15]#[N:16])=[CH:13][N:12]=[C:11]([NH:35][C:27]3[CH:28]=[C:29]([N:30]4[CH:34]=[N:33][N:32]=[N:31]4)[C:24]([CH:21]4[CH2:22][CH2:23]4)=[C:25]([F:36])[CH:26]=3)[N:10]=2)[CH2:5][C:4]([CH3:19])([CH3:18])[NH:3]1, predict the reactants needed to synthesize it. The reactants are: [CH3:1][C:2]1([CH3:20])[CH2:7][CH:6]([NH:8][C:9]2[C:14]([C:15]#[N:16])=[CH:13][N:12]=[C:11](Cl)[N:10]=2)[CH2:5][C:4]([CH3:19])([CH3:18])[NH:3]1.[CH:21]1([C:24]2[C:29]([N:30]3[CH:34]=[N:33][N:32]=[N:31]3)=[CH:28][C:27]([NH2:35])=[CH:26][C:25]=2[F:36])[CH2:23][CH2:22]1.C[CH:38]([OH:40])C. (2) Given the product [O:27]1[CH2:28][CH2:29][N:24]([C:4]2[C:5]3[S:10][C:9]([CH2:11][N:12]4[CH2:17][CH2:16][N:15]([S:18]([CH:21]([CH3:23])[CH3:22])(=[O:20])=[O:19])[CH2:14][CH2:13]4)=[CH:8][C:6]=3[N:7]=[C:2]([C:34]3[CH:33]=[N:32][C:31]([NH2:30])=[N:36][CH:35]=3)[N:3]=2)[CH2:25][CH2:26]1, predict the reactants needed to synthesize it. The reactants are: Cl[C:2]1[N:3]=[C:4]([N:24]2[CH2:29][CH2:28][O:27][CH2:26][CH2:25]2)[C:5]2[S:10][C:9]([CH2:11][N:12]3[CH2:17][CH2:16][N:15]([S:18]([CH:21]([CH3:23])[CH3:22])(=[O:20])=[O:19])[CH2:14][CH2:13]3)=[CH:8][C:6]=2[N:7]=1.[NH2:30][C:31]1[N:36]=[CH:35][C:34](B2OC(C)(C)C(C)(C)O2)=[CH:33][N:32]=1. (3) Given the product [CH:6]1([CH2:5][CH:4]([C:11]2[CH:16]=[CH:15][C:14]([N:17]3[CH2:18][CH2:19][O:20][CH2:21][CH2:22]3)=[CH:13][CH:12]=2)[C:3]([NH:28][C:26]([NH:25][CH3:24])=[O:27])=[O:23])[CH2:7][CH2:8][CH2:9][CH2:10]1, predict the reactants needed to synthesize it. The reactants are: CO[C:3](=[O:23])[CH:4]([C:11]1[CH:16]=[CH:15][C:14]([N:17]2[CH2:22][CH2:21][O:20][CH2:19][CH2:18]2)=[CH:13][CH:12]=1)[CH2:5][CH:6]1[CH2:10][CH2:9][CH2:8][CH2:7]1.[CH3:24][NH:25][C:26]([NH2:28])=[O:27].C[O-].[Mg+2].C[O-].CO.